This data is from Full USPTO retrosynthesis dataset with 1.9M reactions from patents (1976-2016). The task is: Predict the reactants needed to synthesize the given product. Given the product [OH:41][CH2:1][C:2]([CH2:11][OH:43])([CH2:3][OH:42])[NH2:29].[Cl-:39].[Na+:40], predict the reactants needed to synthesize it. The reactants are: [CH3:1][C@@:2]12[C@H:11]3C[C@@H:1](O)[C@:2]4(C)[C@@H:11](C5COC(=O)C=5)CC[C@:3]4(O)[C@@H]3CC[C@@H]1C[C@@H](O)C[CH2:3]2.[N:29](CCO)(CCO)CCO.[Cl-:39].[Na+:40].[OH2:41].[OH2:42].[OH2:43].O.O.O.[Cl-].[Mg+2].[Cl-].Cl.